From a dataset of Catalyst prediction with 721,799 reactions and 888 catalyst types from USPTO. Predict which catalyst facilitates the given reaction. (1) Reactant: [CH3:1][C:2]1[CH:7]=[C:6]([C:8]([F:11])([F:10])[F:9])[O:5][C:4](=O)[CH:3]=1.C([O-])(=O)C.[NH4+:17]. Product: [CH3:1][C:2]1[CH:7]=[C:6]([C:8]([F:11])([F:10])[F:9])[NH:17][C:4](=[O:5])[CH:3]=1. The catalyst class is: 15. (2) Reactant: [F:1][C:2]1[C:10]([F:11])=[CH:9][C:5]2[NH:6][N:7]=[N:8][C:4]=2[CH:3]=1.[OH-].[K+].[CH2:14](Br)[CH2:15][CH2:16][CH3:17]. The catalyst class is: 1. Product: [CH2:14]([N:7]1[N:6]=[C:5]2[CH:9]=[C:10]([F:11])[C:2]([F:1])=[CH:3][C:4]2=[N:8]1)[CH2:15][CH2:16][CH3:17].